This data is from Full USPTO retrosynthesis dataset with 1.9M reactions from patents (1976-2016). The task is: Predict the reactants needed to synthesize the given product. Given the product [CH3:9][O:8][C:7]1[C:2]([NH:1][S:18]([C:13]2[CH:14]=[CH:15][CH:16]=[CH:17][C:12]=2[Br:11])(=[O:20])=[O:19])=[N:3][CH:4]=[C:5]([CH3:10])[N:6]=1, predict the reactants needed to synthesize it. The reactants are: [NH2:1][C:2]1[C:7]([O:8][CH3:9])=[N:6][C:5]([CH3:10])=[CH:4][N:3]=1.[Br:11][C:12]1[CH:17]=[CH:16][CH:15]=[CH:14][C:13]=1[S:18](Cl)(=[O:20])=[O:19].